Task: Predict the reaction yield, written as a fraction of the theoretical maximum amount of product (1.0 means a 100% yield; for example, 0.34 means a 34% yield).. Dataset: Reaction yield outcomes from USPTO patents with 853,638 reactions The product is [OH:28][C:26]1[C:12]2[C:13](=[O:14])[N:8]([CH2:7][C:6]3[CH:17]=[CH:18][C:3]([O:2][CH3:1])=[CH:4][CH:5]=3)[CH:9]=[N:10][C:11]=2[N:15]([CH3:16])[C:21](=[O:23])[C:20]=1[CH3:19]. The catalyst is C1(OC2C=CC=CC=2)C=CC=CC=1. The reactants are [CH3:1][O:2][C:3]1[CH:18]=[CH:17][C:6]([CH2:7][N:8]2[C:13](=[O:14])[CH:12]=[C:11]([NH:15][CH3:16])[N:10]=[CH:9]2)=[CH:5][CH:4]=1.[CH3:19][CH:20]([C:26]([O:28]CC)=O)[C:21]([O:23]CC)=O. The yield is 0.780.